This data is from Full USPTO retrosynthesis dataset with 1.9M reactions from patents (1976-2016). The task is: Predict the reactants needed to synthesize the given product. (1) Given the product [CH3:1][C:2]1[NH:3][C:4]2[C:9]([C:10]=1[CH3:11])=[CH:8][C:7]([O:12][C:13]1[C:22]3[C:17](=[CH:18][C:19]([O:25][CH2:27][CH2:28][N:29]4[C:33](=[O:34])[CH2:32][CH2:31][C:30]4=[O:35])=[C:20]([O:23][CH3:24])[CH:21]=3)[N:16]=[CH:15][N:14]=1)=[CH:6][CH:5]=2, predict the reactants needed to synthesize it. The reactants are: [CH3:1][C:2]1[NH:3][C:4]2[C:9]([C:10]=1[CH3:11])=[CH:8][C:7]([O:12][C:13]1[C:22]3[C:17](=[CH:18][C:19]([OH:25])=[C:20]([O:23][CH3:24])[CH:21]=3)[N:16]=[CH:15][N:14]=1)=[CH:6][CH:5]=2.O[CH2:27][CH2:28][N:29]1[C:33](=[O:34])[CH2:32][CH2:31][C:30]1=[O:35]. (2) Given the product [F:1][C:2]1[CH:8]=[CH:7][C:5]([N:6]2[C:11](=[O:10])[C:13]3[N:14]=[CH:15][C:16]([CH2:22][O:23][C:24]4[CH:29]=[CH:28][CH:27]=[CH:26][CH:25]=4)=[CH:17][C:18]=3[CH2:19][CH2:20]2)=[CH:4][CH:3]=1, predict the reactants needed to synthesize it. The reactants are: [F:1][C:2]1[CH:8]=[CH:7][C:5]([NH2:6])=[CH:4][CH:3]=1.C[O:10][C:11]([C:13]1[C:18]([CH2:19][CH:20]=O)=[CH:17][C:16]([CH2:22][O:23][C:24]2[CH:29]=[CH:28][CH:27]=[CH:26][CH:25]=2)=[CH:15][N:14]=1)=O.C(O[BH-](OC(=O)C)OC(=O)C)(=O)C.[Na+].C(O)(=O)C. (3) Given the product [CH2:1]([C:3]1[C:12]([OH:13])=[CH:11][C:10]([OH:9])=[C:5]([C:6]2[C:7]([C:17]3[CH:22]=[CH:21][C:20]([O:23][CH3:24])=[CH:19][CH:18]=3)=[C:8]([C:14]([OH:16])=[O:15])[NH:27][N:28]=2)[CH:4]=1)[CH3:2], predict the reactants needed to synthesize it. The reactants are: [CH2:1]([C:3]1[CH:4]=[C:5]2[C:10](=[CH:11][C:12]=1[OH:13])[O:9][C:8]([C:14]([OH:16])=[O:15])=[C:7]([C:17]1[CH:22]=[CH:21][C:20]([O:23][CH3:24])=[CH:19][CH:18]=1)[C:6]2=O)[CH3:2].O.[NH2:27][NH2:28]. (4) Given the product [OH:41][C@H:31]([C:32]1[CH:37]=[CH:36][C:35]([OH:38])=[C:34]([CH2:39][OH:40])[CH:33]=1)[CH2:30][NH:8][CH2:9][CH2:10][CH2:11][CH2:12][CH2:13][CH2:14][O:15][CH2:16][CH2:17][CH2:18][CH2:19][C:20]1[CH:21]=[C:22]([S:26]([NH2:29])(=[O:28])=[O:27])[CH:23]=[CH:24][CH:25]=1, predict the reactants needed to synthesize it. The reactants are: C([N:8]([CH2:30][C@H:31]([OH:41])[C:32]1[CH:37]=[CH:36][C:35]([OH:38])=[C:34]([CH2:39][OH:40])[CH:33]=1)[CH2:9][CH2:10][CH2:11][CH2:12][CH2:13][CH2:14][O:15][CH2:16][CH2:17][CH2:18][CH2:19][C:20]1[CH:21]=[C:22]([S:26]([NH2:29])(=[O:28])=[O:27])[CH:23]=[CH:24][CH:25]=1)C1C=CC=CC=1. (5) Given the product [CH:12]1([C:9]2[C:10]3[C:5](=[CH:4][CH:3]=[C:2]([C:23](=[O:25])[CH3:24])[CH:11]=3)[CH2:6][CH2:7][N:8]=2)[CH2:17][CH2:16][CH2:15][CH2:14][CH2:13]1, predict the reactants needed to synthesize it. The reactants are: Br[C:2]1[CH:11]=[C:10]2[C:5]([CH2:6][CH2:7][N:8]=[C:9]2[CH:12]2[CH2:17][CH2:16][CH2:15][CH2:14][CH2:13]2)=[CH:4][CH:3]=1.C([Sn](CCCC)(CCCC)[C:23]([O:25]CC)=[CH2:24])CCC.[F-].[K+]. (6) The reactants are: I[C:2]1[CH:3]=[CH:4][C:5](/[CH:8]=[CH:9]/[CH2:10][OH:11])=[N:6][CH:7]=1.[Cl:12][C:13]1[CH:18]=[CH:17][C:16]([C:19]2[CH:20]=[CH:21][C:22]([C:25]#[CH:26])=[N:23][CH:24]=2)=[CH:15][CH:14]=1.C(N(CC)CC)C. Given the product [Cl:12][C:13]1[CH:14]=[CH:15][C:16]([C:19]2[CH:20]=[CH:21][C:22]([C:25]#[C:26][C:2]3[CH:3]=[CH:4][C:5](/[CH:8]=[CH:9]/[CH2:10][OH:11])=[N:6][CH:7]=3)=[N:23][CH:24]=2)=[CH:17][CH:18]=1, predict the reactants needed to synthesize it. (7) Given the product [Si:1]([O:8][CH2:9][CH:10]([O:15][CH2:23][CH2:24][CH2:25][CH2:26][CH2:27][CH2:28][CH2:29][CH2:30]/[CH:31]=[CH:32]\[CH2:33]/[CH:34]=[CH:35]\[CH2:36][CH2:37][CH2:38][CH2:39][CH3:40])[CH2:11][N:12]([CH3:14])[CH3:13])([C:4]([CH3:7])([CH3:6])[CH3:5])([CH3:3])[CH3:2], predict the reactants needed to synthesize it. The reactants are: [Si:1]([O:8][CH2:9][CH:10]([OH:15])[CH2:11][N:12]([CH3:14])[CH3:13])([C:4]([CH3:7])([CH3:6])[CH3:5])([CH3:3])[CH3:2].[H-].[Na+].CS(O[CH2:23][CH2:24][CH2:25][CH2:26][CH2:27][CH2:28][CH2:29][CH2:30]/[CH:31]=[CH:32]\[CH2:33]/[CH:34]=[CH:35]\[CH2:36][CH2:37][CH2:38][CH2:39][CH3:40])(=O)=O. (8) Given the product [O:17]1[C:22]2[CH:23]=[CH:24][CH:25]=[CH:26][C:21]=2[O:20][CH2:19][CH:18]1[CH2:27][NH:28][C:2]1[N:7]=[C:6]([NH:8][C:9]2[CH:14]=[CH:13][CH:12]=[C:11]([OH:15])[CH:10]=2)[C:5]([F:16])=[CH:4][N:3]=1, predict the reactants needed to synthesize it. The reactants are: Cl[C:2]1[N:7]=[C:6]([NH:8][C:9]2[CH:14]=[CH:13][CH:12]=[C:11]([OH:15])[CH:10]=2)[C:5]([F:16])=[CH:4][N:3]=1.[O:17]1[C:22]2[CH:23]=[CH:24][CH:25]=[CH:26][C:21]=2[O:20][CH2:19][CH:18]1[CH2:27][NH2:28]. (9) Given the product [NH2:20][C:18]1[CH:17]=[CH:16][N:15]=[C:14]([N:7]2[CH2:8][CH2:9][C:4]([CH2:10][C:11]#[N:12])([O:3][CH3:2])[CH2:5][CH2:6]2)[N:19]=1, predict the reactants needed to synthesize it. The reactants are: Cl.[CH3:2][O:3][C:4]1([CH2:10][C:11]#[N:12])[CH2:9][CH2:8][NH:7][CH2:6][CH2:5]1.Cl[C:14]1[N:19]=[C:18]([NH2:20])[CH:17]=[CH:16][N:15]=1.C(N(C(C)C)C(C)C)C. (10) Given the product [C:39]([C:21]1[CH:20]=[C:19]([C:17]2[CH:16]=[CH:15][N:14]=[C:13]([NH:1][C:2]3[CH:3]=[CH:4][C:5]([C:6]([O:8][CH3:9])=[O:7])=[CH:10][CH:11]=3)[N:18]=2)[CH:38]=[CH:37][C:22]=1[O:23][CH:24]1[CH2:25][CH2:26][N:27]([C:30]([O:32][C:33]([CH3:36])([CH3:35])[CH3:34])=[O:31])[CH2:28][CH2:29]1)#[N:40], predict the reactants needed to synthesize it. The reactants are: [NH2:1][C:2]1[CH:11]=[CH:10][C:5]([C:6]([O:8][CH3:9])=[O:7])=[CH:4][CH:3]=1.Cl[C:13]1[N:18]=[C:17]([C:19]2[CH:38]=[CH:37][C:22]([O:23][CH:24]3[CH2:29][CH2:28][N:27]([C:30]([O:32][C:33]([CH3:36])([CH3:35])[CH3:34])=[O:31])[CH2:26][CH2:25]3)=[C:21]([C:39]#[N:40])[CH:20]=2)[CH:16]=[CH:15][N:14]=1.